From a dataset of Forward reaction prediction with 1.9M reactions from USPTO patents (1976-2016). Predict the product of the given reaction. (1) Given the reactants [Cl:1][C:2]1[CH:7]=[C:6]([C:8]#[C:9][C:10]2[N:11]=[C:12]([CH3:23])[N:13]([C:16]3[CH:21]=[CH:20][NH:19][C:18](=[O:22])[CH:17]=3)[C:14]=2[CH3:15])[CH:5]=[CH:4][N:3]=1.[CH2:24](I)[CH3:25], predict the reaction product. The product is: [Cl:1][C:2]1[CH:7]=[C:6]([C:8]#[C:9][C:10]2[N:11]=[C:12]([CH3:23])[N:13]([C:16]3[CH:21]=[CH:20][N:19]([CH2:24][CH3:25])[C:18](=[O:22])[CH:17]=3)[C:14]=2[CH3:15])[CH:5]=[CH:4][N:3]=1. (2) Given the reactants [NH2:1][C:2]1[C:10]2[C:5](=[N:6][C:7]([C:18]3[CH:23]=[CH:22][C:21]([Cl:24])=[CH:20][C:19]=3[Cl:25])=[C:8]([C:11]3[CH:16]=[CH:15][C:14]([Cl:17])=[CH:13][CH:12]=3)[CH:9]=2)[O:4][C:3]=1[C:26](=[O:28])[CH3:27].[CH3:29][S:30](Cl)(=[O:32])=[O:31].C(N(CC)CC)C, predict the reaction product. The product is: [C:26]([C:3]1[O:4][C:5]2=[N:6][C:7]([C:18]3[CH:23]=[CH:22][C:21]([Cl:24])=[CH:20][C:19]=3[Cl:25])=[C:8]([C:11]3[CH:16]=[CH:15][C:14]([Cl:17])=[CH:13][CH:12]=3)[CH:9]=[C:10]2[C:2]=1[N:1]([S:30]([CH3:29])(=[O:32])=[O:31])[S:30]([CH3:29])(=[O:32])=[O:31])(=[O:28])[CH3:27].